This data is from Peptide-MHC class I binding affinity with 185,985 pairs from IEDB/IMGT. The task is: Regression. Given a peptide amino acid sequence and an MHC pseudo amino acid sequence, predict their binding affinity value. This is MHC class I binding data. (1) The peptide sequence is TPQVPLRPM. The MHC is HLA-B57:01 with pseudo-sequence HLA-B57:01. The binding affinity (normalized) is 0. (2) The peptide sequence is YYNAFHWA. The MHC is HLA-C07:02 with pseudo-sequence HLA-C07:02. The binding affinity (normalized) is 0.447. (3) The peptide sequence is IPRRIRQGL. The MHC is HLA-B81:01 with pseudo-sequence HLA-B81:01. The binding affinity (normalized) is 0.820. (4) The peptide sequence is TVIRFWHAM. The MHC is HLA-B57:01 with pseudo-sequence HLA-B57:01. The binding affinity (normalized) is 0.410. (5) The peptide sequence is EEAIRHVRAW. The MHC is HLA-B40:02 with pseudo-sequence HLA-B40:02. The binding affinity (normalized) is 0.